This data is from Full USPTO retrosynthesis dataset with 1.9M reactions from patents (1976-2016). The task is: Predict the reactants needed to synthesize the given product. (1) Given the product [CH2:11]([NH:10][C:8]([C:7]1[CH:6]=[CH:5][C:4]([N:1]2[C:18]([CH2:25][CH2:26][CH3:27])=[C:19]([C:20]([OH:22])=[O:21])[N:3]=[N:2]2)=[CH:16][CH:15]=1)=[O:9])[CH2:12][CH2:13][CH3:14], predict the reactants needed to synthesize it. The reactants are: [N:1]([C:4]1[CH:16]=[CH:15][C:7]([C:8]([NH:10][CH2:11][CH2:12][CH2:13][CH3:14])=[O:9])=[CH:6][CH:5]=1)=[N+:2]=[N-:3].O=[C:18]([CH2:25][CH2:26][CH3:27])[CH2:19][C:20]([O:22]CC)=[O:21].[O-]CC.[Na+].O. (2) Given the product [ClH:1].[F:24][C:22]([F:23])([F:25])[CH2:21][O:20][N:19]=[C:9]([C:3]1[C:2]([Cl:1])=[CH:7][C:6]([Cl:8])=[CH:5][N:4]=1)[CH2:10][NH2:11], predict the reactants needed to synthesize it. The reactants are: [Cl:1][C:2]1[C:3]([C:9](=[N:19][O:20][CH2:21][C:22]([F:25])([F:24])[F:23])[CH2:10][NH:11]C(=O)OC(C)(C)C)=[N:4][CH:5]=[C:6]([Cl:8])[CH:7]=1.Cl. (3) Given the product [CH3:23][O:24][C:25]1[N:30]=[CH:29][C:28]([NH:31][C:32]2[N:34]=[CH:12][C:9]3[CH2:8][CH2:7][C:5]4[N:6]=[C:2]([CH3:1])[S:3][C:4]=4[C:10]=3[N:33]=2)=[CH:27][CH:26]=1, predict the reactants needed to synthesize it. The reactants are: [CH3:1][C:2]1[S:3][C:4]2[C:10](=O)[C:9](=[CH:12]N3CCOCC3)[CH2:8][CH2:7][C:5]=2[N:6]=1.[N+]([O-])(O)=O.[CH3:23][O:24][C:25]1[N:30]=[CH:29][C:28]([NH:31][C:32]([NH2:34])=[NH:33])=[CH:27][CH:26]=1.[OH-].[Na+]. (4) Given the product [O:1]1[CH2:2][CH2:3][C:4]([C:7]([OH:9])=[O:8])([C:12]([OH:14])=[O:13])[CH2:5][CH2:6]1, predict the reactants needed to synthesize it. The reactants are: [O:1]1[CH2:6][CH2:5][C:4]([C:12]([O:14]CC)=[O:13])([C:7]([O:9]CC)=[O:8])[CH2:3][CH2:2]1.Cl. (5) Given the product [ClH:1].[N:2]12[CH2:9][CH2:8][CH:5]([CH2:6][CH2:7]1)[C@H:4]([NH:10][C:11]([C:13]1[O:14][C:15]3[C:21]([C:22]4[CH:30]=[CH:29][CH:28]=[C:24]([C:25]([N:32]([CH2:33][CH3:34])[CH3:31])=[O:26])[CH:23]=4)=[CH:20][CH:19]=[CH:18][C:16]=3[CH:17]=1)=[O:12])[CH2:3]2, predict the reactants needed to synthesize it. The reactants are: [ClH:1].[N:2]12[CH2:9][CH2:8][CH:5]([CH2:6][CH2:7]1)[C@H:4]([NH:10][C:11]([C:13]1[O:14][C:15]3[C:21]([C:22]4[CH:23]=[C:24]([CH:28]=[CH:29][CH:30]=4)[C:25](O)=[O:26])=[CH:20][CH:19]=[CH:18][C:16]=3[CH:17]=1)=[O:12])[CH2:3]2.[CH3:31][NH:32][CH2:33][CH3:34].